From a dataset of Experimentally validated miRNA-target interactions with 360,000+ pairs, plus equal number of negative samples. Binary Classification. Given a miRNA mature sequence and a target amino acid sequence, predict their likelihood of interaction. (1) The miRNA is hsa-miR-34a-5p with sequence UGGCAGUGUCUUAGCUGGUUGU. The protein sequence of the target gene is MPEEGSGCSVRRRPYGCVLRAALVPLVAGLVICLVVCIQRFAQAQQQLPLESLGWDVAELQLNHTGPQQDPRLYWQGGPALGRSFLHGPELDKGQLRIHRDGIYMVHIQVTLAICSSTTASRHHPTTLAVGICSPASRSISLLRLSFHQGCTIASQRLTPLARGDTLCTNLTGTLLPSRNTDETFFGVQWVRP. Result: 1 (interaction). (2) The miRNA is mmu-miR-7036a-3p with sequence CCGUCCUCAUCCGCUCCUCCCAG. The protein sequence of the target gene is MIFTPFLPPADLSVFQNVKGLQNDPEEWVAVSDATEDPSGGTGLPREPALLRGSWRSRFQRALACFTKCFRGGYRALGI. Result: 0 (no interaction). (3) The miRNA is hsa-miR-4711-5p with sequence UGCAUCAGGCCAGAAGACAUGAG. The protein sequence of the target gene is MAAAVRMNIQMLLEAADYLERREREAEHGYASMLPYNNKDRDALKRRNKSKKNNSSSRSTHNEMEKNRRAHLRLCLEKLKGLVPLGPESSRHTTLSLLTKAKLHIKKLEDCDRKAVHQIDQLQREQRHLKRQLEKLGIERIRMDSIGSTVSSERSDSDREEIDVDVESTDYLTGDLDWSSSSVSDSDERGSMQSLGSDEGYSSTSIKRIKLQDSHKACLGL. Result: 1 (interaction). (4) The miRNA is mmu-miR-880-3p with sequence UACUCCAUCCUCUCUGAGUAGA. The protein sequence of the target gene is MAEESRKPSAPSPPDQTPEEDLVIVKVEEDHGWDQESSLHESNPLGQEVFRLRFRQLRYQETLGPREALIQLRALCHQWLRPDLNTKEQILELLVLEQFLTILPEELQTLVKEHQLENGEEVVTLLEDLERQIDILGRPVSARVHGHRVLWEEVVHSASAPEPPNTQLQSEATQHKSPVPQESQERAMSTSQSPTRSQKGSSGDQEMTATLLTAGFQTLEKIEDMAVSLIREEWLLDPSQKDLCRDNRPENFRNMFSLGGETRSENRELASKQVISTGIQPHGETAAKCNGDVIRGLEHE.... Result: 0 (no interaction). (5) The miRNA is hsa-miR-328-5p with sequence GGGGGGGCAGGAGGGGCUCAGGG. The protein sequence of the target gene is MNPDLRRERDSASFNPELLTHILDGSPEKTRRRREIENMILNDPDFQHEDLNFLTRSQRYEVAVRKSAIMVKKMREFGIADPDEIMWFKKLHLVNFVEPVGLNYSMFIPTLLNQGTTAQKEKWLLSSKGLQIIGTYAQTEMGHGTHLRGLETTATYDPETQEFILNSPTVTSIKWWPGGLGKTSNHAIVLAQLITKGKCYGLHAFIVPIREIGTHKPLPGITVGDIGPKFGYDEIDNGYLKMDNHRIPRENMLMKYAQVKPDGTYVKPLSNKLTYGTMVFVRSFLVGEAARALSKACTIA.... Result: 1 (interaction). (6) The miRNA is hsa-miR-2355-5p with sequence AUCCCCAGAUACAAUGGACAA. The protein sequence of the target gene is MAAAALRRFWSRRRAEAGDAVVAKPGVWARLGSWARALLRDYAEACRDASAEARARPGRAAVYVGLLGGAAACFTLAPSEGAFEEALLEASGTLLLLAPATRNRESEAFVQRLLWLRGRGRLRYVNLGLCSLVYEAPFDAQASLYQARCRYLQPRWTDFPGRVLDVGFVGRWWVLGAWMRDCDINDDEFLHLPAHLRVVGPQQLHSETNERLFDEKYKPVVLTDDQVDQALWEEQVLQKEKKDRLALSQAHSLVQAEAPR. Result: 0 (no interaction).